From a dataset of Full USPTO retrosynthesis dataset with 1.9M reactions from patents (1976-2016). Predict the reactants needed to synthesize the given product. (1) Given the product [Br:11][C:12]1[CH:13]=[CH:14][C:15]2[N:16]([CH:18]=[C:19]([C:21]([NH:10][CH2:9][C:4]3[CH:5]=[CH:6][CH:7]=[CH:8][C:3]=3[O:2][CH3:1])=[O:22])[N:20]=2)[CH:17]=1, predict the reactants needed to synthesize it. The reactants are: [CH3:1][O:2][C:3]1[CH:8]=[CH:7][CH:6]=[CH:5][C:4]=1[CH2:9][NH2:10].[Br:11][C:12]1[CH:13]=[CH:14][C:15]2[N:16]([CH:18]=[C:19]([C:21](OCC)=[O:22])[N:20]=2)[CH:17]=1. (2) Given the product [F:25][C:22]1[CH:21]=[CH:20][C:19]([C:16]2[CH2:15][C:14]([C:11]3[CH:12]=[CH:13][C:8]([NH:7][C:5](=[O:6])[C:4]4[C:3](=[C:2]([I:49])[CH:33]=[CH:32][CH:31]=4)[C:34]([NH:36][CH:37]([CH3:39])[CH3:38])=[O:35])=[C:9]([CH3:30])[CH:10]=3)([C:26]([F:28])([F:27])[F:29])[O:18][N:17]=2)=[CH:24][CH:23]=1, predict the reactants needed to synthesize it. The reactants are: N[C:2]1[CH:33]=[CH:32][CH:31]=[C:4]([C:5]([NH:7][C:8]2[CH:13]=[CH:12][C:11]([C:14]3([C:26]([F:29])([F:28])[F:27])[O:18][N:17]=[C:16]([C:19]4[CH:24]=[CH:23][C:22]([F:25])=[CH:21][CH:20]=4)[CH2:15]3)=[CH:10][C:9]=2[CH3:30])=[O:6])[C:3]=1[C:34]([NH:36][CH:37]([CH3:39])[CH3:38])=[O:35].S(=O)(=O)(O)O.N([O-])=O.[Na+].[I-:49].[K+]. (3) Given the product [Br:1][C:2]1[C:7]([CH3:8])=[CH:6][C:5]([N+:13]([O-:15])=[O:14])=[C:4]([NH:9][C:10](=[O:12])[CH3:11])[CH:3]=1, predict the reactants needed to synthesize it. The reactants are: [Br:1][C:2]1[CH:3]=[C:4]([NH:9][C:10](=[O:12])[CH3:11])[CH:5]=[CH:6][C:7]=1[CH3:8].[N+:13]([O-])([OH:15])=[O:14]. (4) Given the product [C:1]([N:4]1[C:12]2[C:7](=[CH:8][C:9]([CH2:13][CH2:14][S:15]([C:18]3[CH:19]=[CH:20][CH:21]=[CH:22][CH:23]=3)(=[O:16])=[O:17])=[CH:10][CH:11]=2)[C:6]([CH2:24][C@H:25]2[CH2:29][CH2:28][CH2:27][N:26]2[CH3:30])=[CH:5]1)(=[O:3])[CH3:2], predict the reactants needed to synthesize it. The reactants are: [C:1]([N:4]1[C:12]2[C:7](=[CH:8][C:9]([CH:13]=[CH:14][S:15]([C:18]3[CH:23]=[CH:22][CH:21]=[CH:20][CH:19]=3)(=[O:17])=[O:16])=[CH:10][CH:11]=2)[C:6]([CH2:24][C@H:25]2[CH2:29][CH2:28][CH2:27][N:26]2[CH3:30])=[CH:5]1)(=[O:3])[CH3:2].CC(C)=O.CS(O)(=O)=O. (5) Given the product [P:37]([O:29][CH2:28][C:22]1([C:17]2[CH:16]=[CH:15][C:14]3[C:19](=[CH:20][CH:21]=[C:12]([O:11][C@H:8]4[CH2:7][CH2:6][C@H:5]([C:1]([CH3:2])([CH3:3])[CH3:4])[CH2:10][CH2:9]4)[C:13]=3[C:30]([F:32])([F:33])[F:31])[CH:18]=2)[CH2:26][O:25][C:24]([CH3:27])=[N:23]1)([O:38][C:39]([CH3:40])([CH3:41])[CH3:42])([O:43][C:44]([CH3:45])([CH3:46])[CH3:47])=[O:63], predict the reactants needed to synthesize it. The reactants are: [C:1]([C@H:5]1[CH2:10][CH2:9][C@H:8]([O:11][C:12]2[C:13]([C:30]([F:33])([F:32])[F:31])=[C:14]3[C:19](=[CH:20][CH:21]=2)[CH:18]=[C:17]([C:22]2([CH2:28][OH:29])[CH2:26][O:25][C:24]([CH3:27])=[N:23]2)[CH:16]=[CH:15]3)[CH2:7][CH2:6]1)([CH3:4])([CH3:3])[CH3:2].C(N(CC)[P:37]([O:43][C:44]([CH3:47])([CH3:46])[CH3:45])[O:38][C:39]([CH3:42])([CH3:41])[CH3:40])C.N1C=NN=N1.ClC1C=CC=C(C(OO)=[O:63])C=1.S([O-])([O-])(=O)=S.[Na+].[Na+].